From a dataset of Peptide-MHC class I binding affinity with 185,985 pairs from IEDB/IMGT. Regression. Given a peptide amino acid sequence and an MHC pseudo amino acid sequence, predict their binding affinity value. This is MHC class I binding data. (1) The peptide sequence is LQNFCQHLV. The MHC is HLA-B27:03 with pseudo-sequence HLA-B27:03. The binding affinity (normalized) is 0.0847. (2) The binding affinity (normalized) is 0.343. The peptide sequence is ESLFRAVITK. The MHC is HLA-A03:01 with pseudo-sequence HLA-A03:01. (3) The peptide sequence is ETSPGEIKPK. The MHC is HLA-A68:01 with pseudo-sequence HLA-A68:01. The binding affinity (normalized) is 0.643. (4) The peptide sequence is RDRFKRTSF. The MHC is HLA-A23:01 with pseudo-sequence HLA-A23:01. The binding affinity (normalized) is 0.0847. (5) The peptide sequence is GFKKRVNVF. The MHC is HLA-B08:01 with pseudo-sequence HLA-B08:01. The binding affinity (normalized) is 0.565. (6) The peptide sequence is SGLFPVSL. The MHC is H-2-Db with pseudo-sequence H-2-Db. The binding affinity (normalized) is 0. (7) The peptide sequence is QAISPRTLNAW. The MHC is HLA-B53:01 with pseudo-sequence HLA-B53:01. The binding affinity (normalized) is 0.352. (8) The peptide sequence is RVGIYFGMK. The MHC is HLA-B46:01 with pseudo-sequence HLA-B46:01. The binding affinity (normalized) is 0.0847.